Predict the product of the given reaction. From a dataset of Forward reaction prediction with 1.9M reactions from USPTO patents (1976-2016). (1) Given the reactants [N:1]1([C:5]2([C:12]3[CH:17]=[CH:16][CH:15]=[CH:14][CH:13]=3)[CH2:10][CH2:9][C:8](=O)[CH2:7][CH2:6]2)[CH2:4][CH2:3][CH2:2]1.C(=O)([O-])O.[Na+].Cl.[NH2:24][OH:25], predict the reaction product. The product is: [N:1]1([C:5]2([C:12]3[CH:17]=[CH:16][CH:15]=[CH:14][CH:13]=3)[CH2:10][CH2:9][C:8](=[N:24][OH:25])[CH2:7][CH2:6]2)[CH2:4][CH2:3][CH2:2]1. (2) Given the reactants O=[C:2]([CH2:8][CH2:9][CH3:10])[CH2:3][C:4]([O:6][CH3:7])=[O:5].COC(OC)[N:14]([CH3:16])C.O.[NH2:20]N, predict the reaction product. The product is: [CH2:8]([C:2]1[C:3]([C:4]([O:6][CH3:7])=[O:5])=[CH:16][NH:14][N:20]=1)[CH2:9][CH3:10].